From a dataset of Peptide-MHC class II binding affinity with 134,281 pairs from IEDB. Regression. Given a peptide amino acid sequence and an MHC pseudo amino acid sequence, predict their binding affinity value. This is MHC class II binding data. The peptide sequence is MMGMFNMLSTVLGVS. The MHC is DRB1_0404 with pseudo-sequence DRB1_0404. The binding affinity (normalized) is 1.00.